This data is from Full USPTO retrosynthesis dataset with 1.9M reactions from patents (1976-2016). The task is: Predict the reactants needed to synthesize the given product. Given the product [CH3:14][N:5]1[C:4]2[CH:3]=[C:2]([C:20]3[CH:19]=[N:18][NH:17][C:16]=3[CH3:15])[S:10][C:9]=2[C:8](=[O:11])[NH:7][C:6]1([CH3:13])[CH3:12], predict the reactants needed to synthesize it. The reactants are: Br[C:2]1[S:10][C:9]2[C:8](=[O:11])[NH:7][C:6]([CH3:13])([CH3:12])[N:5]([CH3:14])[C:4]=2[CH:3]=1.[CH3:15][C:16]1[C:20](B2OC(C)(C)C(C)(C)O2)=[CH:19][NH:18][N:17]=1.C(=O)([O-])[O-].[Cs+].[Cs+].